From a dataset of Reaction yield outcomes from USPTO patents with 853,638 reactions. Predict the reaction yield, written as a fraction of the theoretical maximum amount of product (1.0 means a 100% yield; for example, 0.34 means a 34% yield). (1) The yield is 0.240. The catalyst is CN(C=O)C.O. The reactants are [F:1][C:2]1[CH:10]=[CH:9][CH:8]=[C:7]([F:11])[C:3]=1[C:4]([OH:6])=O.[NH:12]1[C:16]2[CH:17]=[CH:18][CH:19]=[CH:20][C:15]=2[N:14]=[C:13]1[C:21]1[C:25]([NH2:26])=[CH:24][NH:23][N:22]=1.C(Cl)CCl.C1C=CC2N(O)N=NC=2C=1. The product is [NH:14]1[C:15]2[CH:20]=[CH:19][CH:18]=[CH:17][C:16]=2[N:12]=[C:13]1[C:21]1[C:25]([NH:26][C:4](=[O:6])[C:3]2[C:7]([F:11])=[CH:8][CH:9]=[CH:10][C:2]=2[F:1])=[CH:24][NH:23][N:22]=1. (2) The reactants are [O:1]=[C:2]1[CH:11]=[CH:10][C:9]2[CH2:8][CH2:7][C:6](=[O:12])[N:5]3[CH:13]([CH2:15][N:16]4[CH2:21][CH2:20][CH:19]([NH:22][C:23](=[O:29])[O:24][C:25]([CH3:28])([CH3:27])[CH3:26])[CH2:18][CH2:17]4)[CH2:14][N:3]1[C:4]=23.C(C1C(=O)C(Cl)=C(Cl)C(=O)C=1C#N)#N.C(=O)([O-])[O-].[K+].[K+]. The catalyst is O1CCOCC1. The product is [O:1]=[C:2]1[CH:11]=[CH:10][C:9]2[CH:8]=[CH:7][C:6](=[O:12])[N:5]3[CH:13]([CH2:15][N:16]4[CH2:17][CH2:18][CH:19]([NH:22][C:23](=[O:29])[O:24][C:25]([CH3:27])([CH3:26])[CH3:28])[CH2:20][CH2:21]4)[CH2:14][N:3]1[C:4]=23. The yield is 0.820.